From a dataset of Full USPTO retrosynthesis dataset with 1.9M reactions from patents (1976-2016). Predict the reactants needed to synthesize the given product. (1) Given the product [CH:25]([NH:7][C:8]1[C:9]2[N:10]([C:14]([C:17]3[CH:22]=[CH:21][N:20]=[C:19]([N:29]4[CH2:34][CH2:33][O:32][CH2:31][CH2:30]4)[N:18]=3)=[CH:15][N:16]=2)[CH:11]=[CH:12][N:13]=1)([CH3:26])[CH3:27], predict the reactants needed to synthesize it. The reactants are: C(OC(=O)[N:7]([CH:25]([CH3:27])[CH3:26])[C:8]1[C:9]2[N:10]([C:14]([C:17]3[CH:22]=[CH:21][N:20]=[C:19](SC)[N:18]=3)=[CH:15][N:16]=2)[CH:11]=[CH:12][N:13]=1)(C)(C)C.[NH:29]1[CH2:34][CH2:33][O:32][CH2:31][CH2:30]1. (2) Given the product [I:17][C:2]1[S:6][C:5]([CH3:7])=[C:4]([CH2:8][C:9]2[CH:14]=[CH:13][C:12]([OH:15])=[CH:11][CH:10]=2)[CH:3]=1, predict the reactants needed to synthesize it. The reactants are: Br[C:2]1[S:6][C:5]([CH3:7])=[C:4]([CH2:8][C:9]2[CH:14]=[CH:13][C:12]([OH:15])=[CH:11][CH:10]=2)[CH:3]=1.[Na+].[I-:17].CNCCNC. (3) Given the product [CH3:1][C:2]1[N:3]([C:18]2[CH:23]=[C:22]([CH3:24])[CH:21]=[CH:20][N:19]=2)[CH:4]=[C:5]([C:7]#[C:8][C:9]2[CH:10]=[C:11]([CH:14]=[CH:15][CH:16]=2)[C:12]#[N:13])[N:6]=1, predict the reactants needed to synthesize it. The reactants are: [CH3:1][C:2]1[NH:3][CH:4]=[C:5]([C:7]#[C:8][C:9]2[CH:10]=[C:11]([CH:14]=[CH:15][CH:16]=2)[C:12]#[N:13])[N:6]=1.F[C:18]1[CH:23]=[C:22]([CH3:24])[CH:21]=[CH:20][N:19]=1. (4) Given the product [Br:1][C:2]1[C:3]([CH3:10])=[C:4]([NH:9][C:20](=[O:21])[C:19]2[CH:23]=[CH:24][C:25]([F:27])=[CH:26][C:18]=2[F:17])[C:5]([Cl:8])=[N:6][CH:7]=1, predict the reactants needed to synthesize it. The reactants are: [Br:1][C:2]1[C:3]([CH3:10])=[C:4]([NH2:9])[C:5]([Cl:8])=[N:6][CH:7]=1.N1C=CC=CC=1.[F:17][C:18]1[CH:26]=[C:25]([F:27])[CH:24]=[CH:23][C:19]=1[C:20](Cl)=[O:21]. (5) The reactants are: Cl[C:2]1[CH:7]=[CH:6][C:5]2=[N:8][C:9]([C:11]3[CH:12]=[CH:13][C:14]([C:24]([F:27])([F:26])[F:25])=[C:15]([NH:17][C:18](=[O:23])[C:19]([CH3:22])([CH3:21])[CH3:20])[CH:16]=3)=[CH:10][N:4]2[N:3]=1.[CH3:28][NH2:29]. Given the product [CH3:20][C:19]([CH3:22])([CH3:21])[C:18]([NH:17][C:15]1[CH:16]=[C:11]([C:9]2[N:8]=[C:5]3[N:4]([CH:10]=2)[N:3]=[C:2]([NH:29][CH3:28])[CH:7]=[CH:6]3)[CH:12]=[CH:13][C:14]=1[C:24]([F:27])([F:26])[F:25])=[O:23], predict the reactants needed to synthesize it. (6) Given the product [Cl:1][C:2]1[C:11]2[C:6](=[CH:7][CH:8]=[CH:9][CH:10]=2)[C:5]([C:16](=[O:19])[CH2:17][CH3:18])=[CH:4][CH:3]=1, predict the reactants needed to synthesize it. The reactants are: [Cl:1][C:2]1[C:11]2[C:6](=[CH:7][CH:8]=[CH:9][CH:10]=2)[CH:5]=[CH:4][CH:3]=1.[Cl-].[Al+3].[Cl-].[Cl-].[C:16](Cl)(=[O:19])[CH2:17][CH3:18]. (7) Given the product [Cl:1][C:2]1[N:7]=[CH:6][C:5]([CH2:8][O:9][CH2:13][C:14]2[CH:15]=[CH:16][C:17]([C:20]3[C:21]([C:26]#[N:27])=[CH:22][CH:23]=[CH:24][CH:25]=3)=[CH:18][CH:19]=2)=[CH:4][CH:3]=1, predict the reactants needed to synthesize it. The reactants are: [Cl:1][C:2]1[N:7]=[CH:6][C:5]([CH2:8][OH:9])=[CH:4][CH:3]=1.[H-].[Na+].Br[CH2:13][C:14]1[CH:19]=[CH:18][C:17]([C:20]2[C:21]([C:26]#[N:27])=[CH:22][CH:23]=[CH:24][CH:25]=2)=[CH:16][CH:15]=1.[Cl-].[NH4+]. (8) Given the product [CH:23]1([C@@H:26]([C:33]2[CH:38]=[CH:37][CH:36]=[C:35]([O:39][CH2:2][C:3]3[CH:8]=[N:7][C:6]([C:9]4[CH:14]=[C:13]([O:15][CH3:16])[CH:12]=[CH:11][C:10]=4[F:17])=[C:5]([CH2:18][C:19]([CH3:22])([CH3:21])[CH3:20])[N:4]=3)[CH:34]=2)[CH2:27][C:28]([O:30][CH2:31][CH3:32])=[O:29])[CH2:25][CH2:24]1, predict the reactants needed to synthesize it. The reactants are: Cl[CH2:2][C:3]1[N:4]=[C:5]([CH2:18][C:19]([CH3:22])([CH3:21])[CH3:20])[C:6]([C:9]2[CH:14]=[C:13]([O:15][CH3:16])[CH:12]=[CH:11][C:10]=2[F:17])=[N:7][CH:8]=1.[CH:23]1([C@@H:26]([C:33]2[CH:38]=[CH:37][CH:36]=[C:35]([OH:39])[CH:34]=2)[CH2:27][C:28]([O:30][CH2:31][CH3:32])=[O:29])[CH2:25][CH2:24]1.C([O-])([O-])=O.[Cs+].[Cs+]. (9) Given the product [Cl:19][C:16]1[CH:17]=[CH:18][C:13]([CH:9]([NH:8][C:6](=[O:7])[O:5][C:1]([CH3:2])([CH3:3])[CH3:4])[C:10]([NH:21][CH2:22][CH3:23])=[O:12])=[CH:14][CH:15]=1, predict the reactants needed to synthesize it. The reactants are: [C:1]([O:5][C:6]([NH:8][CH:9]([C:13]1[CH:18]=[CH:17][C:16]([Cl:19])=[CH:15][CH:14]=1)[C:10]([OH:12])=O)=[O:7])([CH3:4])([CH3:3])[CH3:2].C[N:21]1CCO[CH2:23][CH2:22]1.ClC(OCC(C)C)=O.C(N)C. (10) The reactants are: [CH2:1]([N:3]([CH2:20][CH3:21])[CH2:4][CH2:5][NH:6]C(C1C=CC2C(=CC=C(I)C=2)C=1)=O)[CH3:2].[I:22][C:23]1[CH:24]=[N:25][CH:26]=[C:27]2[C:32]=1[N:31]=[C:30]([C:33]([O:35]CC)=O)[CH:29]=[CH:28]2. Given the product [CH2:1]([N:3]([CH2:20][CH3:21])[CH2:4][CH2:5][NH:6][C:33]([C:30]1[CH:29]=[CH:28][C:27]2[C:32](=[C:23]([I:22])[CH:24]=[N:25][CH:26]=2)[N:31]=1)=[O:35])[CH3:2], predict the reactants needed to synthesize it.